Predict the product of the given reaction. From a dataset of Forward reaction prediction with 1.9M reactions from USPTO patents (1976-2016). (1) Given the reactants [F:1][C:2]([F:19])([F:18])[O:3][C:4]1[CH:5]=[C:6]2[C:10](=[CH:11][CH:12]=1)[NH:9][C:8]([C:13]([O:15][CH2:16][CH3:17])=[O:14])=[CH:7]2.[Br:20]N1C(=O)CCC1=O, predict the reaction product. The product is: [Br:20][C:7]1[C:6]2[C:10](=[CH:11][CH:12]=[C:4]([O:3][C:2]([F:1])([F:18])[F:19])[CH:5]=2)[NH:9][C:8]=1[C:13]([O:15][CH2:16][CH3:17])=[O:14]. (2) Given the reactants Br[C:2]1[CH:3]=[C:4]([CH:8]=[C:9]2[CH2:14][CH2:13][N:12]([C:15]([O:17][C:18]([CH3:21])([CH3:20])[CH3:19])=[O:16])[CH2:11][CH2:10]2)[CH:5]=[CH:6][CH:7]=1.[C:22]([C:24]1[CH:25]=[C:26](B(O)O)[CH:27]=[CH:28][CH:29]=1)#[N:23].C([O-])([O-])=O.[K+].[K+], predict the reaction product. The product is: [C:22]([C:24]1[CH:29]=[C:28]([C:2]2[CH:7]=[CH:6][CH:5]=[C:4]([CH:8]=[C:9]3[CH2:14][CH2:13][N:12]([C:15]([O:17][C:18]([CH3:21])([CH3:20])[CH3:19])=[O:16])[CH2:11][CH2:10]3)[CH:3]=2)[CH:27]=[CH:26][CH:25]=1)#[N:23]. (3) Given the reactants C(OC([N:8]1[CH2:13][CH2:12][N:11]([C:14]2[CH:19]=[CH:18][C:17]([C:20]3[O:21][CH2:22][CH:23]([C:25]([O:27][CH3:28])=[O:26])[N:24]=3)=[CH:16][C:15]=2[F:29])[CH2:10][CH2:9]1)=O)(C)(C)C.[C:30](O)([C:32](F)(F)F)=[O:31], predict the reaction product. The product is: [CH3:28][O:27][C:25]([CH:23]1[CH2:22][O:21][C:20]([C:17]2[CH:18]=[CH:19][C:14]([N:11]3[CH2:10][CH2:9][N:8]([CH:32]([C:30](=[O:31])[N:8]([CH2:13][CH3:12])[CH2:9][CH3:10])[C:19]4[CH:18]=[CH:17][CH:16]=[CH:15][CH:14]=4)[CH2:13][CH2:12]3)=[C:15]([F:29])[CH:16]=2)=[N:24]1)=[O:26]. (4) Given the reactants [CH2:1]1[NH:6][C@H:5]([CH2:7][OH:8])[CH2:4][N:3]2[CH2:9][CH2:10][CH2:11][C@H:2]12.[F:12][C:13]([F:47])([F:46])[C:14]1[CH:15]=[C:16]([C:24]([CH3:45])([CH3:44])[C:25]([N:27]([C:29]2[CH:30]=[N:31][C:32](Cl)=[CH:33][C:34]=2[C:35]2[CH:40]=[CH:39][C:38]([F:41])=[CH:37][C:36]=2[CH3:42])[CH3:28])=[O:26])[CH:17]=[C:18]([C:20]([F:23])([F:22])[F:21])[CH:19]=1.C1(P(C2CCCCC2)C2C=CC=CC=2C2C=CC=CC=2N(C)C)CCCCC1.C(=O)([O-])[O-].[Cs+].[Cs+], predict the reaction product. The product is: [F:23][C:20]([F:21])([F:22])[C:18]1[CH:17]=[C:16]([C:24]([CH3:45])([CH3:44])[C:25]([N:27]([C:29]2[CH:30]=[N:31][C:32]([N:6]3[C@H:5]([CH2:7][OH:8])[CH2:4][N:3]4[CH2:9][CH2:10][CH2:11][C@@H:2]4[CH2:1]3)=[CH:33][C:34]=2[C:35]2[CH:40]=[CH:39][C:38]([F:41])=[CH:37][C:36]=2[CH3:42])[CH3:28])=[O:26])[CH:15]=[C:14]([C:13]([F:47])([F:12])[F:46])[CH:19]=1. (5) Given the reactants [C:1]([C:3]1[CH:4]=[C:5]([CH:9]=[CH:10][CH:11]=1)[C:6](O)=[O:7])#[N:2].B.C1COCC1, predict the reaction product. The product is: [OH:7][CH2:6][C:5]1[CH:4]=[C:3]([CH:11]=[CH:10][CH:9]=1)[C:1]#[N:2]. (6) Given the reactants [CH2:1]([S:4]([O:7]C)(=[O:6])=[O:5])[CH:2]=[CH2:3].[N:9]1[CH:14]=[CH:13][CH:12]=[CH:11][CH:10]=1, predict the reaction product. The product is: [CH2:1]([S:4]([O-:7])(=[O:6])=[O:5])[CH:2]=[CH2:3].[CH3:1][N+:9]1[CH:14]=[CH:13][CH:12]=[CH:11][CH:10]=1. (7) Given the reactants [F:1][C:2]1[CH:7]=[CH:6][C:5]([N:8]2[C:16]3[C:11](=[CH:12][C:13]([C:17]([OH:19])=[O:18])=[CH:14][CH:15]=3)[CH:10]=[N:9]2)=[CH:4][CH:3]=1.Cl[CH2:21]Cl.C[Si](C=[N+]=[N-])(C)C, predict the reaction product. The product is: [F:1][C:2]1[CH:3]=[CH:4][C:5]([N:8]2[C:16]3[C:11](=[CH:12][C:13]([C:17]([O:19][CH3:21])=[O:18])=[CH:14][CH:15]=3)[CH:10]=[N:9]2)=[CH:6][CH:7]=1. (8) Given the reactants [CH:1]1([NH2:10])[C:9]2[C:4](=[CH:5][CH:6]=[CH:7][CH:8]=2)[CH2:3][CH2:2]1.[F:11][C:12]([F:23])([F:22])[C:13](O[C:13](=[O:14])[C:12]([F:23])([F:22])[F:11])=[O:14].C(N(CC)CC)C, predict the reaction product. The product is: [F:11][C:12]([F:23])([F:22])[C:13]([NH:10][CH:1]1[C:9]2[C:4](=[CH:5][CH:6]=[CH:7][CH:8]=2)[CH2:3][CH2:2]1)=[O:14]. (9) Given the reactants [CH2:1]([C:3]1[C:7]2[CH:8]=[CH:9][C:10]([C:12]3[NH:13][C:14]4[N:15]([N:19]=[CH:20][C:21]=4[C:22]#[N:23])[C:16](=[O:18])[CH:17]=3)=[CH:11][C:6]=2[O:5][N:4]=1)[CH3:2].S(=O)(=O)(O)[OH:25], predict the reaction product. The product is: [CH2:1]([C:3]1[C:7]2[CH:8]=[CH:9][C:10]([C:12]3[NH:13][C:14]4[N:15]([N:19]=[CH:20][C:21]=4[C:22]([NH2:23])=[O:25])[C:16](=[O:18])[CH:17]=3)=[CH:11][C:6]=2[O:5][N:4]=1)[CH3:2].